Regression. Given a peptide amino acid sequence and an MHC pseudo amino acid sequence, predict their binding affinity value. This is MHC class I binding data. From a dataset of Peptide-MHC class I binding affinity with 185,985 pairs from IEDB/IMGT. (1) The binding affinity (normalized) is 0.590. The MHC is HLA-B15:01 with pseudo-sequence HLA-B15:01. The peptide sequence is YLPTQQDVL. (2) The peptide sequence is VGVVYVKF. The MHC is Mamu-B52 with pseudo-sequence Mamu-B52. The binding affinity (normalized) is 0.758. (3) The peptide sequence is AVRTDGSNI. The MHC is HLA-B07:02 with pseudo-sequence HLA-B07:02. The binding affinity (normalized) is 0.486. (4) The peptide sequence is RLKTATYTF. The MHC is HLA-A11:01 with pseudo-sequence HLA-A11:01. The binding affinity (normalized) is 0.0847. (5) The peptide sequence is RRCPHHERC. The MHC is HLA-B39:01 with pseudo-sequence HLA-B39:01. The binding affinity (normalized) is 0.0847.